This data is from Catalyst prediction with 721,799 reactions and 888 catalyst types from USPTO. The task is: Predict which catalyst facilitates the given reaction. (1) Reactant: [Cl:1][C:2]1[CH:3]=[C:4]([CH:21]=[CH:22][C:23]=1[Cl:24])[CH2:5][N:6]([CH3:20])[C:7]([C:9]1[CH2:10][N:11]([CH2:16][CH2:17][NH:18][CH3:19])[C:12](=[O:15])[C:13]=1[OH:14])=[O:8].CCN(CC)CC.[CH3:32][S:33](Cl)(=[O:35])=[O:34]. Product: [Cl:1][C:2]1[CH:3]=[C:4]([CH:21]=[CH:22][C:23]=1[Cl:24])[CH2:5][N:6]([CH3:20])[C:7]([C:9]1[CH2:10][N:11]([CH2:16][CH2:17][N:18]([S:33]([CH3:32])(=[O:35])=[O:34])[CH3:19])[C:12](=[O:15])[C:13]=1[OH:14])=[O:8]. The catalyst class is: 2. (2) Reactant: [NH2:1][C:2]([C:19]1[NH:23][C:22]2[CH:24]=[CH:25][C:26]([C:28]#[N:29])=[CH:27][C:21]=2[N:20]=1)([C:7]1[C:15]([O:16]C)=[CH:14][C:13]([CH3:18])=[C:12]2[C:8]=1[CH:9]=[CH:10][NH:11]2)[C:3]([F:6])([F:5])[F:4].B(Br)(Br)Br.C(=O)(O)[O-].[Na+]. Product: [NH2:1][C:2]([C:19]1[NH:23][C:22]2[CH:24]=[CH:25][C:26]([C:28]#[N:29])=[CH:27][C:21]=2[N:20]=1)([C:7]1[C:15]([OH:16])=[CH:14][C:13]([CH3:18])=[C:12]2[C:8]=1[CH:9]=[CH:10][NH:11]2)[C:3]([F:6])([F:5])[F:4]. The catalyst class is: 91. (3) Reactant: C[O-].[Na+].[NH2:4][C:5]1[CH:15]=[CH:14][C:8]([C:9]([O:11][CH2:12][CH3:13])=[O:10])=[CH:7][CH:6]=1.[CH3:16][C:17](=[CH:19][CH2:20][CH2:21][CH:22](CCO)[CH3:23])[CH3:18].CCO. Product: [NH2:4][C:5]1[CH:6]=[CH:7][C:8]([C:9]([O:11][CH2:12][CH2:13][CH:22]([CH3:23])[CH2:21][CH2:20][CH:19]=[C:17]([CH3:18])[CH3:16])=[O:10])=[CH:14][CH:15]=1. The catalyst class is: 244.